This data is from Forward reaction prediction with 1.9M reactions from USPTO patents (1976-2016). The task is: Predict the product of the given reaction. The product is: [CH:13]1([C:16]([NH:18][C:2]2[N:7]=[C:6]([C:8]([O:10][CH3:11])=[O:9])[CH:5]=[C:4]([CH3:12])[N:3]=2)=[O:17])[CH2:15][CH2:14]1. Given the reactants Cl[C:2]1[N:7]=[C:6]([C:8]([O:10][CH3:11])=[O:9])[CH:5]=[C:4]([CH3:12])[N:3]=1.[CH:13]1([C:16]([NH2:18])=[O:17])[CH2:15][CH2:14]1, predict the reaction product.